Dataset: hERG Central: cardiac toxicity at 1µM, 10µM, and general inhibition. Task: Predict hERG channel inhibition at various concentrations. The compound is COc1ccc(S(=O)(=O)N2CCOCC2)cc1NC(=O)CSc1ccccc1. Results: hERG_inhib (hERG inhibition (general)): blocker.